Dataset: Full USPTO retrosynthesis dataset with 1.9M reactions from patents (1976-2016). Task: Predict the reactants needed to synthesize the given product. (1) Given the product [Cl:8][C:9]1[CH:10]=[CH:11][C:12]2[S:16][C:15]([S:17]([N:20]3[CH2:25][CH2:24][N:23]([C:52](=[O:53])[CH2:51][N:48]4[CH:49]=[CH:50][C:45]([NH:44][C:42]([O:41][CH:28]([C:29]5[CH:30]=[CH:31][CH:32]=[CH:33][CH:34]=5)[C:35]5[CH:40]=[CH:39][CH:38]=[CH:37][CH:36]=5)=[O:43])=[N:46][C:47]4=[O:55])[CH2:22][C:21]3=[O:26])(=[O:19])=[O:18])=[N:14][C:13]=2[CH:27]=1, predict the reactants needed to synthesize it. The reactants are: FC(F)(F)C(O)=O.[Cl:8][C:9]1[CH:10]=[CH:11][C:12]2[S:16][C:15]([S:17]([N:20]3[CH2:25][CH2:24][NH:23][CH2:22][C:21]3=[O:26])(=[O:19])=[O:18])=[N:14][C:13]=2[CH:27]=1.[CH:28]([O:41][C:42]([NH:44][C:45]1[CH:50]=[CH:49][N:48]([CH2:51][C:52](O)=[O:53])[C:47](=[O:55])[N:46]=1)=[O:43])([C:35]1[CH:40]=[CH:39][CH:38]=[CH:37][CH:36]=1)[C:29]1[CH:34]=[CH:33][CH:32]=[CH:31][CH:30]=1. (2) Given the product [CH2:13]([O:1][C:2]1[C:6]([C:7]([O:9][CH2:10][CH3:11])=[O:8])=[CH:5][N:4]([CH3:12])[N:3]=1)[C:14]1[CH:19]=[CH:18][CH:17]=[CH:16][CH:15]=1, predict the reactants needed to synthesize it. The reactants are: [OH:1][C:2]1[C:6]([C:7]([O:9][CH2:10][CH3:11])=[O:8])=[CH:5][N:4]([CH3:12])[N:3]=1.[CH2:13](Br)[C:14]1[CH:19]=[CH:18][CH:17]=[CH:16][CH:15]=1.C(=O)([O-])[O-].[K+].[K+].CN(C)C=O. (3) Given the product [F:14][C:11]1[CH:12]=[CH:13][C:8]([C:6]2[CH:7]=[C:2]([C:24]3[C:23]([F:22])=[CH:28][CH:27]=[CH:26][N:25]=3)[N:3]=[N:4][CH:5]=2)=[CH:9][C:10]=1[C:15]1[C:20]([F:21])=[CH:19][CH:18]=[CH:17][N:16]=1, predict the reactants needed to synthesize it. The reactants are: Cl[C:2]1[N:3]=[N:4][CH:5]=[C:6]([C:8]2[CH:13]=[CH:12][C:11]([F:14])=[C:10]([C:15]3[C:20]([F:21])=[CH:19][CH:18]=[CH:17][N:16]=3)[CH:9]=2)[CH:7]=1.[F:22][C:23]1[C:24]([Sn](CCCC)(CCCC)CCCC)=[N:25][CH:26]=[CH:27][CH:28]=1.